From a dataset of Peptide-MHC class II binding affinity with 134,281 pairs from IEDB. Regression. Given a peptide amino acid sequence and an MHC pseudo amino acid sequence, predict their binding affinity value. This is MHC class II binding data. The peptide sequence is EIPDVLNSLAVAWMILRA. The MHC is DRB1_0401 with pseudo-sequence DRB1_0401. The binding affinity (normalized) is 0.0468.